Dataset: Full USPTO retrosynthesis dataset with 1.9M reactions from patents (1976-2016). Task: Predict the reactants needed to synthesize the given product. (1) Given the product [CH2:14]([NH:21][CH2:12][C:3]1[C:2]([Br:1])=[CH:11][C:10]2[C:5](=[CH:6][CH:7]=[CH:8][CH:9]=2)[N:4]=1)[C:15]1[CH:20]=[CH:19][CH:18]=[CH:17][CH:16]=1, predict the reactants needed to synthesize it. The reactants are: [Br:1][C:2]1[C:3]([CH:12]=O)=[N:4][C:5]2[C:10]([CH:11]=1)=[CH:9][CH:8]=[CH:7][CH:6]=2.[CH2:14]([NH2:21])[C:15]1[CH:20]=[CH:19][CH:18]=[CH:17][CH:16]=1. (2) Given the product [CH2:11]([O:13][C:14](=[O:18])[CH:15]=[CH:16][C:2]#[C:1][C:3]1[CH:8]=[CH:7][C:6]([CH:9]=[CH2:10])=[CH:5][CH:4]=1)[CH3:12], predict the reactants needed to synthesize it. The reactants are: [C:1]([C:3]1[CH:8]=[CH:7][C:6]([CH:9]=[CH2:10])=[CH:5][CH:4]=1)#[CH:2].[CH2:11]([O:13][C:14](=[O:18])/[CH:15]=[CH:16]\I)[CH3:12]. (3) Given the product [F:26][C:23]1[CH:22]=[CH:21][C:20]([CH2:19][C:18]2[C:6]([C:4]([O:3][CH2:1][CH3:2])=[O:5])=[C:7]([C:27]3[N:32]=[N:31][C:30]([C:33]([NH:42][CH2:36][C:37]4[O:41][CH:40]=[CH:39][CH:38]=4)=[O:35])=[CH:29][CH:28]=3)[C:8]3[C:15](=[O:16])[N:14]4[CH:10]([CH2:11][CH2:12][CH2:13]4)[C:9]=3[N:17]=2)=[CH:25][CH:24]=1, predict the reactants needed to synthesize it. The reactants are: [CH2:1]([O:3][C:4]([C:6]1[C:18]([CH2:19][C:20]2[CH:25]=[CH:24][C:23]([F:26])=[CH:22][CH:21]=2)=[N:17][C:9]2[CH:10]3[N:14]([C:15](=[O:16])[C:8]=2[C:7]=1[C:27]1[N:32]=[N:31][C:30]([C:33]([OH:35])=O)=[CH:29][CH:28]=1)[CH2:13][CH2:12][CH2:11]3)=[O:5])[CH3:2].[CH2:36]([NH2:42])[C:37]1[O:41][CH:40]=[CH:39][CH:38]=1.Cl.CN(C)CCCN=C=NCC.O.ON1C2C=CC=CC=2N=N1. (4) Given the product [CH2:1]([O:3][C:4]([C:6]1[N:7]([CH3:16])[C:8]([CH2:14][CH3:15])=[C:9]([C:12]#[N:13])[C:10]=1[C:24]1[CH:23]=[CH:22][C:21]([O:20][C:19]2[CH:36]=[CH:37][C:38]([F:40])=[CH:39][C:18]=2[F:17])=[CH:26][CH:25]=1)=[O:5])[CH3:2], predict the reactants needed to synthesize it. The reactants are: [CH2:1]([O:3][C:4]([C:6]1[N:7]([CH3:16])[C:8]([CH2:14][CH3:15])=[C:9]([C:12]#[N:13])[C:10]=1I)=[O:5])[CH3:2].[F:17][C:18]1[CH:39]=[C:38]([F:40])[CH:37]=[CH:36][C:19]=1[O:20][C:21]1[CH:26]=[CH:25][C:24](B2OC(C)(C)C(C)(C)O2)=[CH:23][CH:22]=1. (5) Given the product [C:1]([O:5][C:6]([N:8]1[CH2:13][CH2:12][CH:11]([N:14]([C:20]2[CH:25]=[CH:24][C:23]([O:26][CH2:34][C:35]3[CH:40]=[CH:39][C:38]([F:41])=[CH:37][CH:36]=3)=[CH:22][CH:21]=2)[CH2:15][CH2:16][CH:17]([CH3:18])[CH3:19])[CH2:10][CH2:9]1)=[O:7])([CH3:3])([CH3:4])[CH3:2], predict the reactants needed to synthesize it. The reactants are: [C:1]([O:5][C:6]([N:8]1[CH2:13][CH2:12][CH:11]([N:14]([C:20]2[CH:25]=[CH:24][C:23]([OH:26])=[CH:22][CH:21]=2)[CH2:15][CH2:16][CH:17]([CH3:19])[CH3:18])[CH2:10][CH2:9]1)=[O:7])([CH3:4])([CH3:3])[CH3:2].[H-].[Na+].CS(O[CH2:34][C:35]1[CH:40]=[CH:39][C:38]([F:41])=[CH:37][CH:36]=1)(=O)=O. (6) The reactants are: Cl.[F:2][CH2:3][CH2:4][NH2:5].[CH:6]1[CH:11]=[CH:10][C:9]([O:12][C:13](OC2C=CC=CC=2)=[N:14][C:15]#[N:16])=[CH:8][CH:7]=1.C(N(C(C)C)CC)(C)C. Given the product [F:2][CH2:3][CH2:4][NH:5][C:13](=[N:14][C:15]#[N:16])[O:12][C:9]1[CH:10]=[CH:11][CH:6]=[CH:7][CH:8]=1, predict the reactants needed to synthesize it.